From a dataset of Peptide-MHC class II binding affinity with 134,281 pairs from IEDB. Regression. Given a peptide amino acid sequence and an MHC pseudo amino acid sequence, predict their binding affinity value. This is MHC class II binding data. (1) The peptide sequence is ISGLKPGVDYTITVY. The MHC is HLA-DQA10102-DQB10602 with pseudo-sequence HLA-DQA10102-DQB10602. The binding affinity (normalized) is 0.512. (2) The peptide sequence is LQSLWANFYELLADA. The MHC is HLA-DQA10102-DQB10502 with pseudo-sequence HLA-DQA10102-DQB10502. The binding affinity (normalized) is 0.482.